From a dataset of Full USPTO retrosynthesis dataset with 1.9M reactions from patents (1976-2016). Predict the reactants needed to synthesize the given product. (1) Given the product [F:1][C:2]1[CH:3]=[C:4]2[C:17](=[CH:18][C:19]=1[F:20])[C:16]1[C:7](=[C:8]3[C:13](=[CH:14][CH:15]=1)[CH:12]=[C:11]([OH:21])[CH:10]=[CH:9]3)[CH:6]([C:22]1[CH:23]=[CH:24][C:25]([O:28][CH2:29][CH2:30][N:31]3[CH2:32][CH2:33][CH2:34][CH2:35][CH2:36]3)=[CH:26][CH:27]=1)[O:5]2, predict the reactants needed to synthesize it. The reactants are: [F:1][C:2]1[CH:3]=[C:4]2[C:17](=[CH:18][C:19]=1[F:20])[C:16]1[C:7](=[C:8]3[C:13](=[CH:14][CH:15]=1)[CH:12]=[C:11]([OH:21])[CH:10]=[CH:9]3)[C:6](OC)([C:22]1[CH:27]=[CH:26][C:25]([O:28][CH2:29][CH2:30][N:31]3[CH2:36][CH2:35][CH2:34][CH2:33][CH2:32]3)=[CH:24][CH:23]=1)[O:5]2.C(N(CC)CC)C.FC(F)(F)C(O)=O.C(=O)(O)[O-].[Na+]. (2) Given the product [CH2:1]([N:9]1[CH2:10][CH2:11][N:12]([C:16]2[CH:17]=[CH:18][C:19]3[N:20]([C:22]([C:25]([F:26])([F:28])[F:27])=[N:23][N:24]=3)[N:21]=2)[CH2:13][CH2:14]1)[CH2:2][C:3]1[CH:4]=[CH:5][CH:6]=[CH:7][CH:8]=1, predict the reactants needed to synthesize it. The reactants are: [CH2:1]([N:9]1[CH2:14][CH2:13][NH:12][CH2:11][CH2:10]1)[CH2:2][C:3]1[CH:8]=[CH:7][CH:6]=[CH:5][CH:4]=1.Cl[C:16]1[CH:17]=[CH:18][C:19]2[N:20]([C:22]([C:25]([F:28])([F:27])[F:26])=[N:23][N:24]=2)[N:21]=1. (3) Given the product [OH:1][C:2]1([CH3:57])[CH:6]([O:7][C:8](=[O:12])[CH:9]([CH3:10])[CH3:11])[CH:5]([CH2:13][O:14][C:15](=[O:19])[CH:16]([CH3:17])[CH3:18])[O:4][CH:3]1[N:20]1[CH:56]=[C:24]2[C:25]([NH:33][C:34]([O:36][CH2:37][O:38][C:39](=[O:55])[CH:40]([NH2:44])[CH:41]([CH3:43])[CH3:42])=[O:35])=[CH:26][C:27]3[C:28](=[O:32])[NH:29][N:30]=[CH:31][C:22]([C:23]=32)=[N:21]1, predict the reactants needed to synthesize it. The reactants are: [OH:1][C:2]1([CH3:57])[CH:6]([O:7][C:8](=[O:12])[CH:9]([CH3:11])[CH3:10])[CH:5]([CH2:13][O:14][C:15](=[O:19])[CH:16]([CH3:18])[CH3:17])[O:4][CH:3]1[N:20]1[CH:56]=[C:24]2[C:25]([NH:33][C:34]([O:36][CH2:37][O:38][C:39](=[O:55])[CH:40]([NH:44]C(OCC3C=CC=CC=3)=O)[CH:41]([CH3:43])[CH3:42])=[O:35])=[CH:26][C:27]3[C:28](=[O:32])[NH:29][N:30]=[CH:31][C:22]([C:23]=32)=[N:21]1.[H][H]. (4) Given the product [Cl:8][C:7]1[C:2]([C:13]2[CH:12]=[CH:11][C:10]([F:9])=[CH:15][C:14]=2[F:16])=[N:3][CH:4]=[N:5][C:6]=1[CH:27]([CH3:28])[CH3:20], predict the reactants needed to synthesize it. The reactants are: Cl[C:2]1[C:7]([Cl:8])=[CH:6][N:5]=[CH:4][N:3]=1.[F:9][C:10]1[CH:15]=[C:14]([F:16])[CH:13]=[CH:12][C:11]=1B(O)O.[C:20](=O)([O-])O.[Na+].CO[CH2:27][CH2:28]OC. (5) Given the product [C:48]([O:52][C:53]([NH:55][CH2:56][CH2:57][CH2:58][NH:59][C@:60]12[CH2:95][CH2:94][C@@H:93]([C:96]([CH3:98])=[CH2:97])[C@@H:61]1[C@@H:62]1[C@@:75]([CH3:78])([CH2:76][CH2:77]2)[C@@:74]2([CH3:79])[C@@H:65]([C@:66]3([CH3:92])[C@@H:71]([CH2:72][CH2:73]2)[C:70]([CH3:81])([CH3:80])[C:69]([C:82]2[CH:83]=[CH:84][C:85]([C:86]([OH:88])=[O:87])=[CH:90][CH:91]=2)=[CH:68][CH2:67]3)[CH2:64][CH2:63]1)=[O:54])([CH3:49])([CH3:50])[CH3:51], predict the reactants needed to synthesize it. The reactants are: OCCS(CCN[C@]12CC[C@@H](C(C)=C)[C@@H]1[C@@H]1[C@@](C)(CC2)[C@@]2(C)[C@@H]([C@]3(C)[C@@H](CC2)C(C)(C)C(C2C=CC(C(O)=O)=CC=2)=CC3)CC1)(=O)=O.[C:48]([O:52][C:53]([NH:55][CH2:56][CH2:57][CH2:58][NH:59][C@:60]12[CH2:95][CH2:94][C@@H:93]([C:96]([CH3:98])=[CH2:97])[C@@H:61]1[C@@H:62]1[C@@:75]([CH3:78])([CH2:76][CH2:77]2)[C@@:74]2([CH3:79])[C@@H:65]([C@:66]3([CH3:92])[C@@H:71]([CH2:72][CH2:73]2)[C:70]([CH3:81])([CH3:80])[C:69]([C:82]2[CH:91]=[CH:90][C:85]([C:86]([O:88]C)=[O:87])=[CH:84][CH:83]=2)=[CH:68][CH2:67]3)[CH2:64][CH2:63]1)=[O:54])([CH3:51])([CH3:50])[CH3:49].